Dataset: Cav3 T-type calcium channel HTS with 100,875 compounds. Task: Binary Classification. Given a drug SMILES string, predict its activity (active/inactive) in a high-throughput screening assay against a specified biological target. (1) The result is 0 (inactive). The drug is OC(C(C(O)COCc1ccccc1)C)CC(OC)OC. (2) The molecule is S(=O)(=O)(N(CC(=O)N1CCN(CC1)Cc1cc2OCOc2cc1)c1cc2OCOc2cc1)C. The result is 0 (inactive). (3) The drug is S1C=2N(CN(CN2)c2cc3OCOc3cc2)C(=O)C1. The result is 0 (inactive). (4) The molecule is Fc1ccc(NC(=O)N(CCCN2CCOCC2)Cc2cc3c([nH]c2=O)ccc(c3)CC)cc1. The result is 0 (inactive). (5) The molecule is s1c(c2n3CCCCc3nc2)ccc1. The result is 0 (inactive). (6) The compound is Clc1ccc(n2c(nnc2SC(C(=O)Nc2cc3OCOc3cc2)C)C(N(C)C)C)cc1. The result is 0 (inactive).